From a dataset of Full USPTO retrosynthesis dataset with 1.9M reactions from patents (1976-2016). Predict the reactants needed to synthesize the given product. (1) The reactants are: [Cl:1][C:2]1[CH:7]=[C:6]([F:8])[CH:5]=[CH:4][C:3]=1[CH:9]1[C:14]([C:15]([O:17][CH2:18][CH3:19])=[O:16])=[C:13]([CH3:20])[NH:12][C:11]([C:21]2[S:22][CH:23]=[N:24][N:25]=2)=[N:10]1.C1C(=O)N([Br:33])C(=O)C1. Given the product [Br:33][CH2:20][C:13]1[NH:12][C:11]([C:21]2[S:22][CH:23]=[N:24][N:25]=2)=[N:10][CH:9]([C:3]2[CH:4]=[CH:5][C:6]([F:8])=[CH:7][C:2]=2[Cl:1])[C:14]=1[C:15]([O:17][CH2:18][CH3:19])=[O:16], predict the reactants needed to synthesize it. (2) The reactants are: C[O:2][C:3](=O)[CH2:4][C:5]1[C:6]([F:17])=[C:7]2[C:12](=[CH:13][C:14]=1[F:15])[N:11]=[CH:10][C:9]([Br:16])=[CH:8]2.O.[NH2:20][NH2:21]. Given the product [Br:16][C:9]1[CH:10]=[N:11][C:12]2[C:7]([CH:8]=1)=[C:6]([F:17])[C:5]([CH2:4][C:3]([NH:20][NH2:21])=[O:2])=[C:14]([F:15])[CH:13]=2, predict the reactants needed to synthesize it. (3) Given the product [NH:1]1[C:5]2[CH:6]=[CH:7][CH:8]=[CH:9][C:4]=2[N:3]=[C:2]1[CH2:10][NH:11][C:12]1[CH:13]=[C:14]([O:22][C:23]2[CH:28]=[CH:27][C:26]([O:29][CH3:30])=[CH:25][C:24]=2[Cl:31])[N:15]=[C:16]([N:38]2[CH2:39][CH2:40][N:35]([C:32](=[O:34])[CH3:33])[CH2:36][CH2:37]2)[N:17]=1, predict the reactants needed to synthesize it. The reactants are: [NH:1]1[C:5]2[CH:6]=[CH:7][CH:8]=[CH:9][C:4]=2[N:3]=[C:2]1[CH2:10][NH:11][C:12]1[N:17]=[C:16](S(C)(=O)=O)[N:15]=[C:14]([O:22][C:23]2[CH:28]=[CH:27][C:26]([O:29][CH3:30])=[CH:25][C:24]=2[Cl:31])[CH:13]=1.[C:32]([N:35]1[CH2:40][CH2:39][NH:38][CH2:37][CH2:36]1)(=[O:34])[CH3:33]. (4) Given the product [OH:26][NH:28][C:19]([C:17]1[CH:16]=[CH:15][C:13]2[CH2:14][N:8]([CH2:7][C:6]3[CH:24]=[CH:25][C:3]([O:2][CH3:1])=[CH:4][CH:5]=3)[CH2:9][C@H:10]([CH3:23])[O:11][C:12]=2[CH:18]=1)=[O:20], predict the reactants needed to synthesize it. The reactants are: [CH3:1][O:2][C:3]1[CH:25]=[CH:24][C:6]([CH2:7][N:8]2[CH2:14][C:13]3[CH:15]=[CH:16][C:17]([C:19](OC)=[O:20])=[CH:18][C:12]=3[O:11][C@@H:10]([CH3:23])[CH2:9]2)=[CH:5][CH:4]=1.[OH-:26].[Na+].[NH2:28]O. (5) Given the product [F:1][C:2]([F:9])([C:5]([F:8])([F:7])[F:6])[CH2:3][NH:56][C@@H:55]([CH2:54][S:53][C:34]([C:47]1[CH:52]=[CH:51][CH:50]=[CH:49][CH:48]=1)([C:35]1[CH:36]=[CH:37][CH:38]=[CH:39][CH:40]=1)[C:41]1[CH:46]=[CH:45][CH:44]=[CH:43][CH:42]=1)[C:57]([OH:59])=[O:58], predict the reactants needed to synthesize it. The reactants are: [F:1][C:2]([F:9])([C:5]([F:8])([F:7])[F:6])[CH2:3]O.CCN(C(C)C)C(C)C.S(OS(C(F)(F)F)(=O)=O)(C(F)(F)F)(=O)=O.[C:34]([S:53][CH2:54][C@@H:55]([C:57]([OH:59])=[O:58])[NH2:56])([C:47]1[CH:52]=[CH:51][CH:50]=[CH:49][CH:48]=1)([C:41]1[CH:46]=[CH:45][CH:44]=[CH:43][CH:42]=1)[C:35]1[CH:40]=[CH:39][CH:38]=[CH:37][CH:36]=1. (6) Given the product [Cl:13][C:9]1[CH:10]=[C:11]2[C:6](=[C:7]([OH:14])[CH:8]=1)[NH:5][C:4](=[O:15])[C:3]([CH2:2][NH:16][C:17]1[CH:24]=[CH:23][C:20]([C:21]#[N:22])=[C:19]([O:25][CH3:26])[CH:18]=1)=[CH:12]2, predict the reactants needed to synthesize it. The reactants are: Br[CH2:2][C:3]1[C:4](=[O:15])[NH:5][C:6]2[C:11]([CH:12]=1)=[CH:10][C:9]([Cl:13])=[CH:8][C:7]=2[OH:14].[NH2:16][C:17]1[CH:24]=[CH:23][C:20]([C:21]#[N:22])=[C:19]([O:25][CH3:26])[CH:18]=1.N1C(C)=CC=CC=1C.[Br-]. (7) Given the product [Br:10][C:8]1[CH:9]=[C:4]([CH2:3][OH:2])[CH:5]=[C:6]([Br:13])[C:7]=1[CH2:11][Br:12], predict the reactants needed to synthesize it. The reactants are: C[O:2][C:3](=O)[C:4]1[CH:9]=[C:8]([Br:10])[C:7]([CH2:11][Br:12])=[C:6]([Br:13])[CH:5]=1.[H-].C([Al+]CC(C)C)C(C)C.